This data is from Reaction yield outcomes from USPTO patents with 853,638 reactions. The task is: Predict the reaction yield, written as a fraction of the theoretical maximum amount of product (1.0 means a 100% yield; for example, 0.34 means a 34% yield). (1) The reactants are [I:1]I.[OH-].[K+].[Cl:5][C:6]1[CH:7]=[C:8]([CH:13]([NH:15][C:16]2[O:17][C:18]([C:21]3[CH:22]=[C:23]4[C:27](=[CH:28][CH:29]=3)[NH:26][N:25]=[CH:24]4)=[N:19][N:20]=2)[CH3:14])[CH:9]=[CH:10][C:11]=1[F:12].S([O-])([O-])(=O)=S.[Na+].[Na+]. The catalyst is CN(C=O)C.O. The product is [Cl:5][C:6]1[CH:7]=[C:8]([CH:13]([NH:15][C:16]2[O:17][C:18]([C:21]3[CH:22]=[C:23]4[C:27](=[CH:28][CH:29]=3)[NH:26][N:25]=[C:24]4[I:1])=[N:19][N:20]=2)[CH3:14])[CH:9]=[CH:10][C:11]=1[F:12]. The yield is 0.220. (2) The reactants are C(N(C(C)C)CC)(C)C.CN(C(ON1N=NC2C=CC=CC1=2)=[N+](C)C)C.F[P-](F)(F)(F)(F)F.[CH3:34][N:35]1[CH2:40][CH2:39][N:38]([CH:41]2[CH2:46][CH2:45][NH:44][CH2:43][CH2:42]2)[CH2:37][CH2:36]1.[CH2:47]([O:49][C:50](=[O:62])[CH2:51][N:52]1[CH:56]=[CH:55][N:54]=[C:53]1[CH2:57][CH2:58][C:59](O)=[O:60])[CH3:48]. The catalyst is ClCCl. The product is [CH3:34][N:35]1[CH2:40][CH2:39][N:38]([CH:41]2[CH2:46][CH2:45][N:44]([C:59](=[O:60])[CH2:58][CH2:57][C:53]3[N:52]([CH2:51][C:50]([O:49][CH2:47][CH3:48])=[O:62])[CH:56]=[CH:55][N:54]=3)[CH2:43][CH2:42]2)[CH2:37][CH2:36]1. The yield is 0.810. (3) The reactants are [F:1][C:2]([F:25])([F:24])[C:3]([F:23])([C:19]([F:22])([F:21])[F:20])[CH2:4][CH:5]([C:15]([F:18])([F:17])[F:16])[CH2:6][CH:7]([C:11]([F:14])([F:13])[F:12])[CH2:8][CH2:9]I.C(O)C.[S-:29][C:30]#[N:31].[K+].C(O)(=O)C. The catalyst is CCOCC.O. The product is [F:1][C:2]([F:25])([F:24])[C:3]([F:23])([C:19]([F:22])([F:21])[F:20])[CH2:4][CH:5]([C:15]([F:18])([F:17])[F:16])[CH2:6][CH:7]([C:11]([F:14])([F:13])[F:12])[CH2:8][CH2:9][S:29][C:30]#[N:31]. The yield is 0.950. (4) The reactants are [N+:1]([C:4]1[C:9]2[NH:10][C:11]([NH2:13])=[N:12][C:8]=2[CH:7]=[CH:6][CH:5]=1)([O-])=O.[CH:14]1[C:23]2[C:18](=[CH:19][CH:20]=[CH:21][CH:22]=2)[CH:17]=[C:16]([C:24](O)=[O:25])[N:15]=1.CN(C(ON1N=NC2C=CC=CC1=2)=[N+](C)C)C.F[P-](F)(F)(F)(F)F. The catalyst is CN(C=O)C.CCN(C(C)C)C(C)C.C([O-])(O)=O.[Na+].O. The product is [NH2:1][C:4]1[C:9]2[NH:10][C:11]([NH:13][C:24]([C:16]3[N:15]=[CH:14][C:23]4[C:18]([CH:17]=3)=[CH:19][CH:20]=[CH:21][CH:22]=4)=[O:25])=[N:12][C:8]=2[CH:7]=[CH:6][CH:5]=1. The yield is 0.410. (5) The reactants are [O:1]=[C:2]1[CH2:7][O:6][C:5]2[CH:8]=[CH:9][C:10]([CH:12]=O)=[N:11][C:4]=2[NH:3]1.[CH3:14][O:15][C:16]1[N:17]=[C:18]2[C:23](=[CH:24][CH:25]=1)[N:22]=[CH:21][CH:20]=[C:19]2[N:26]1[CH:34]=[C:33]2[C:28]([CH2:29][CH2:30][CH:31]([NH2:35])[CH2:32]2)=[N:27]1.[BH4-].[Na+].[OH-].[Na+]. The catalyst is CN(C=O)C.CO. The product is [CH3:14][O:15][C:16]1[N:17]=[C:18]2[C:23](=[CH:24][CH:25]=1)[N:22]=[CH:21][CH:20]=[C:19]2[N:26]1[CH:34]=[C:33]2[C:28]([CH2:29][CH2:30][CH:31]([NH:35][CH2:12][C:10]3[CH:9]=[CH:8][C:5]4[O:6][CH2:7][C:2](=[O:1])[NH:3][C:4]=4[N:11]=3)[CH2:32]2)=[N:27]1. The yield is 0.0350. (6) The reactants are O=P(Cl)(Cl)Cl.[CH3:6][N:7]1[C:15]2[C:10](=[CH:11][CH:12]=[CH:13][CH:14]=2)[CH:9]=[C:8]1[CH3:16].[OH-].[Na+].CN([CH:22]=[O:23])C. The catalyst is O. The product is [CH3:6][N:7]1[C:15]2[C:10](=[CH:11][CH:12]=[CH:13][CH:14]=2)[C:9]([CH:22]=[O:23])=[C:8]1[CH3:16]. The yield is 0.970. (7) The product is [CH2:13]([C:7]1[CH:8]=[C:9]2[C:4](=[CH:5][CH:6]=1)[N:3]=[C:2]([NH:24][C:23]([NH2:25])=[NH:22])[CH:11]=[C:10]2[CH3:12])[CH3:14]. The catalyst is CN1CCCC1=O. The yield is 0.0100. The reactants are Cl[C:2]1[CH:11]=[C:10]([CH3:12])[C:9]2[C:4](=[CH:5][CH:6]=[C:7]([CH2:13][CH3:14])[CH:8]=2)[N:3]=1.C(=O)([O-])[O-].[K+].[K+].Cl.[NH2:22][C:23]([NH2:25])=[NH:24].FC(F)(F)C([O-])=O. (8) The reactants are [NH2:1][C:2]([C:4]1[CH:5]=[CH:6][C:7]([N:10]([CH2:30][CH2:31][CH3:32])[CH2:11][CH2:12][CH2:13][O:14][C:15]2[CH:16]=[C:17]3[C:21](=[CH:22][CH:23]=2)[C@H:20]([CH2:24][C:25]([O:27][CH2:28][CH3:29])=[O:26])[CH2:19][CH2:18]3)=[N:8][CH:9]=1)=[S:3].Br[CH:34]([CH3:38])[C:35](=O)[CH3:36]. The catalyst is C(O)C. The product is [CH3:38][C:34]1[N:1]=[C:2]([C:4]2[CH:5]=[CH:6][C:7]([N:10]([CH2:30][CH2:31][CH3:32])[CH2:11][CH2:12][CH2:13][O:14][C:15]3[CH:16]=[C:17]4[C:21](=[CH:22][CH:23]=3)[C@H:20]([CH2:24][C:25]([O:27][CH2:28][CH3:29])=[O:26])[CH2:19][CH2:18]4)=[N:8][CH:9]=2)[S:3][C:35]=1[CH3:36]. The yield is 1.00.